Dataset: Full USPTO retrosynthesis dataset with 1.9M reactions from patents (1976-2016). Task: Predict the reactants needed to synthesize the given product. Given the product [OH:26][CH2:25][C@@H:7]([NH:6][C:1](=[O:4])[O:2][CH3:3])[CH2:8][C:9]1[CH:22]=[C:21]([I:23])[C:12]([O:13][C:14]2[CH:19]=[CH:18][C:17]([OH:20])=[CH:16][CH:15]=2)=[C:11]([I:24])[CH:10]=1, predict the reactants needed to synthesize it. The reactants are: [C:1](Cl)(=[O:4])[O:2][CH3:3].[NH2:6][C@H:7]([CH2:25][OH:26])[CH2:8][C:9]1[CH:22]=[C:21]([I:23])[C:12]([O:13][C:14]2[CH:19]=[CH:18][C:17]([OH:20])=[CH:16][CH:15]=2)=[C:11]([I:24])[CH:10]=1.C(=O)(O)[O-].[Na+].O.